From a dataset of Full USPTO retrosynthesis dataset with 1.9M reactions from patents (1976-2016). Predict the reactants needed to synthesize the given product. (1) The reactants are: C12(C3C=C[C:14]([O:15]CC(O)=O)=[CH:13]C=3)CC3CC(CC(C3)C1)C2.N[C:23]1[CH:24]=[C:25]([CH:28]=[CH:29][CH:30]=1)[C:26]#[N:27].O[N:32]1C2C=CC=CC=2N=N1.C(N(CC)C(C)C)(C)C. Given the product [C:26]([C:25]1[CH:24]=[C:23]([CH2:13][C:14]([NH2:32])=[O:15])[CH:30]=[CH:29][CH:28]=1)#[N:27], predict the reactants needed to synthesize it. (2) Given the product [C:20]([Si:17]([CH3:18])([CH3:19])[O:16][CH2:15][C@@H:14]([CH3:13])[CH2:24][N:4]1[C:5]2[CH:10]=[CH:9][CH:8]=[CH:7][C:6]=2[S:1][CH2:2][C:3]1=[O:11])([CH3:23])([CH3:22])[CH3:21], predict the reactants needed to synthesize it. The reactants are: [S:1]1[C:6]2[CH:7]=[CH:8][CH:9]=[CH:10][C:5]=2[NH:4][C:3](=[O:11])[CH2:2]1.Br[CH2:13][C@H:14]([CH3:24])[CH2:15][O:16][Si:17]([C:20]([CH3:23])([CH3:22])[CH3:21])([CH3:19])[CH3:18].C(=O)([O-])[O-].[Cs+].[Cs+]. (3) Given the product [CH2:20]([O:11][C:9]1[CH:10]=[C:5]([CH2:4][C:3]([O:2][CH3:1])=[O:13])[CH:6]=[C:7]([OH:12])[CH:8]=1)[C:21]1[CH:26]=[CH:25][CH:24]=[CH:23][CH:22]=1, predict the reactants needed to synthesize it. The reactants are: [CH3:1][O:2][C:3](=[O:13])[CH2:4][C:5]1[CH:10]=[C:9]([OH:11])[CH:8]=[C:7]([OH:12])[CH:6]=1.C([O-])([O-])=O.[K+].[K+].[CH2:20](Br)[C:21]1[CH:26]=[CH:25][CH:24]=[CH:23][CH:22]=1. (4) Given the product [Br:1][C:2]1[CH:7]=[CH:6][C:5]([C@H:8]2[CH2:10][C@@H:9]2[CH2:11][N:13]2[CH2:14][CH2:15][O:16][CH2:17][CH2:18]2)=[CH:4][CH:3]=1, predict the reactants needed to synthesize it. The reactants are: [Br:1][C:2]1[CH:7]=[CH:6][C:5]([C@H:8]2[CH2:10][C@@H:9]2[C:11]([N:13]2[CH2:18][CH2:17][O:16][CH2:15][CH2:14]2)=O)=[CH:4][CH:3]=1.C1COCC1. (5) The reactants are: [C:1]([N:20]1[CH:24]=[C:23]([C:25]2[CH:32]=[CH:31][CH:30]=[CH:29][C:26]=2[C:27]#[N:28])[N:22]=[CH:21]1)([C:14]1[CH:19]=[CH:18][CH:17]=[CH:16][CH:15]=1)([C:8]1[CH:13]=[CH:12][CH:11]=[CH:10][CH:9]=1)[C:2]1[CH:7]=[CH:6][CH:5]=[CH:4][CH:3]=1.[H-].[Al+3].[Li+].[H-].[H-].[H-].N1C=CN=C1. Given the product [C:1]([N:20]1[CH:24]=[C:23]([C:25]2[CH:32]=[CH:31][CH:30]=[CH:29][C:26]=2[CH2:27][NH2:28])[N:22]=[CH:21]1)([C:14]1[CH:19]=[CH:18][CH:17]=[CH:16][CH:15]=1)([C:2]1[CH:3]=[CH:4][CH:5]=[CH:6][CH:7]=1)[C:8]1[CH:13]=[CH:12][CH:11]=[CH:10][CH:9]=1, predict the reactants needed to synthesize it. (6) Given the product [CH2:1]([O:8][C:9]([N:11]1[CH:15]([C:16](=[O:18])[NH:59][C:60]2[S:61][CH:62]=[C:63]([C:65]3[CH:66]=[CH:67][C:68]([C:69](=[O:70])[NH:71][CH:72]4[CH2:74][CH2:73]4)=[CH:75][CH:76]=3)[N:64]=2)[CH2:14][S:13][C@@H:12]1[C:19]1[CH:24]=[CH:23][N:22]=[C:21]([OH:25])[CH:20]=1)=[O:10])[C:2]1[CH:3]=[CH:4][CH:5]=[CH:6][CH:7]=1, predict the reactants needed to synthesize it. The reactants are: [CH2:1]([O:8][C:9]([N:11]1[CH:15]([C:16]([OH:18])=O)[CH2:14][S:13][C@@H:12]1[C:19]1[CH:24]=[CH:23][N:22]=[C:21]([OH:25])[CH:20]=1)=[O:10])[C:2]1[CH:7]=[CH:6][CH:5]=[CH:4][CH:3]=1.CCN(C(C)C)C(C)C.CN(C(ON1N=NC2C=CC=NC1=2)=[N+](C)C)C.F[P-](F)(F)(F)(F)F.[NH2:59][C:60]1[S:61][CH:62]=[C:63]([C:65]2[CH:76]=[CH:75][C:68]([C:69]([NH:71][CH:72]3[CH2:74][CH2:73]3)=[O:70])=[CH:67][CH:66]=2)[N:64]=1. (7) Given the product [CH2:13]([N:20]1[CH2:25][CH2:24][N:23]([C:2]2[NH:3][C:4](=[O:12])[C:5]3[C:10]([CH:11]=2)=[CH:9][CH:8]=[CH:7][CH:6]=3)[CH2:22][CH:21]1[CH2:26][OH:27])[C:14]1[CH:15]=[CH:16][CH:17]=[CH:18][CH:19]=1, predict the reactants needed to synthesize it. The reactants are: Cl[C:2]1[NH:3][C:4](=[O:12])[C:5]2[C:10]([CH:11]=1)=[CH:9][CH:8]=[CH:7][CH:6]=2.[CH2:13]([N:20]1[CH2:25][CH2:24][NH:23][CH2:22][CH:21]1[CH2:26][OH:27])[C:14]1[CH:19]=[CH:18][CH:17]=[CH:16][CH:15]=1.